From a dataset of Drug-target binding data from BindingDB using Ki measurements. Regression. Given a target protein amino acid sequence and a drug SMILES string, predict the binding affinity score between them. We predict pKi (pKi = -log10(Ki in M); higher means stronger inhibition). Dataset: bindingdb_ki. (1) The drug is O=[N+]([O-])c1ccc2c(ccn2[C@H]2C[C@H](O)[C@@H](COP(=O)(O)OP(=O)(O)OP(=O)(O)O)O2)c1. The target protein (P06710) has sequence MSYQVLARKWRPQTFADVVGQEHVLTALANGLSLGRIHHAYLFSGTRGVGKTSIARLLAKGLNCETGITATPCGVCDNCREIEQGRFVDLIEIDAASRTKVEDTRDLLDNVQYAPARGRFKVYLIDEVHMLSRHSFNALLKTLEEPPEHVKFLLATTDPQKLPVTILSRCLQFHLKALDVEQIRHQLEHILNEEHIAHEPRALQLLARAAEGSLRDALSLTDQAIASGDGQVSTQAVSAMLGTLDDDQALSLVEAMVEANGERVMALINEAAARGIEWEALLVEMLGLLHRIAMVQLSPAALGNDMAAIELRMRELARTIPPTDIQLYYQTLLIGRKELPYAPDRRMGVEMTLLRALAFHPRMPLPEPEVPRQSFAPVAPTAVMTPTQVPPQPQSAPQQAPTVPLPETTSQVLAARQQLQRVQGATKAKKSEPAAATRARPVNNAALERLASVTDRVQARPVPSALEKAPAKKEAYRWKATTPVMQQKEVVATPKALKKA.... The pKi is 4.7. (2) The small molecule is CCOC(=O)C12CC1C(N=O)c1ccccc1O2. The target protein (Q14833) has sequence MPGKRGLGWWWARLPLCLLLSLYGPWMPSSLGKPKGHPHMNSIRIDGDITLGGLFPVHGRGSEGKPCGELKKEKGIHRLEAMLFALDRINNDPDLLPNITLGARILDTCSRDTHALEQSLTFVQALIEKDGTEVRCGSGGPPIITKPERVVGVIGASGSSVSIMVANILRLFKIPQISYASTAPDLSDNSRYDFFSRVVPSDTYQAQAMVDIVRALKWNYVSTVASEGSYGESGVEAFIQKSREDGGVCIAQSVKIPREPKAGEFDKIIRRLLETSNARAVIIFANEDDIRRVLEAARRANQTGHFFWMGSDSWGSKIAPVLHLEEVAEGAVTILPKRMSVRGFDRYFSSRTLDNNRRNIWFAEFWEDNFHCKLSRHALKKGSHVKKCTNRERIGQDSAYEQEGKVQFVIDAVYAMGHALHAMHRDLCPGRVGLCPRMDPVDGTQLLKYIRNVNFSGIAGNPVTFNENGDAPGRYDIYQYQLRNDSAEYKVIGSWTDHLH.... The pKi is 4.0. (3) The drug is C[NH2+][C@@H](C)[C@H](O)c1ccccc1. The target is MLLARMKPQVQPELGGADQ. The pKi is 6.7. (4) The target protein sequence is MGFLAGKKILITGLLSNKSIAYGIAKAMHREGAELAFTYVGQFKDRVEKLCAEFNPAAVLPCDVTSDQEIKDLFVELGKVWDGLDAIVHSIAFAPRDQLEGNFIDCVTREGFSIAHDISAYSFAALAKEGRSMMKNRNASMVALTYIGAEKAMPSYNTMGIAKASLEATVRYTALALGEDGIKVNAVSAGPIKTLAASGISNFKKMLDYNAMVSPLKKNVDIMEVGNTVAFLCSDMATGITGEVVHVDAGYHCVSMGNVL. The small molecule is O=[N+]([O-])c1ccc(Oc2ccccc2)c(O)c1. The pKi is 6.1. (5) The target protein (P06835) has sequence MLLPLYGLASFLVLSQAALVNTSAPQASNDDPFNHSPSFYPTPQGGRINDGKWQAAFYRARELVDQMSIAEKVNLTTGVGSASGPCSGNTGSVPRLNISSICVQDGPLSVRAADLTDVFPCGMAASSSFNKQLIYDRAVAIGSEFKGKGADAILGPVYGPMGVKAAGGRGWEGHGPDPYLEGVIAYLQTIGIQSQGVVSTAKHLIGNEQEHFRFAKKDKHAGKIDPGMFNTSSSLSSEIDDRAMHEIYLWPFAEAVRGGVSSIMCSYNKLNGSHACQNSYLLNYLLKEELGFQGFVMTDWGALYSGIDAANAGLDMDMPCEAQYFGGNLTTAVLNGTLPQDRLDDMATRILSALIYSGVHNPDGPNYNAQTFLTEGHEYFKQQEGDIVVLNKHVDVRSDINRAVALRSAVEGVVLLKNEHETLPLGREKVKRISILGQAAGDDSKGTSCSLRGCGSGAIGTGYGSGAGTFSYFVTPADGIGARAQQEKISYEFIGDSWNQ.... The drug is C[C@H]1NC[C@H](O)[C@@H](O)C1(F)F. The pKi is 3.0. (6) The drug is O=C(O)[C@H]1O[C@@H](Oc2c(O)cc3oc(-c4ccc(O)cc4)cc(=O)c3c2O)[C@H](O)[C@@H](O)[C@@H]1O. The target protein (Q9HAW8) has sequence MARAGWTSPVPLCVCLLLTCGFAEAGKLLVVPMDGSHWFTMQSVVEKLILRGHEVVVVMPEVSWQLERSLNCTVKTYSTSYTLEDQNREFMVFAHAQWKAQAQSIFSLLMSSSSGFLDLFFSHCRSLFNDRKLVEYLKESSFDAVFLDPFDTCGLIVAKYFSLPSVVFTRGIFCHHLEEGAQCPAPLSYVPNDLLGFSDAMTFKERVWNHIVHLEDHLFCQYLFRNALEIASEILQTPVTAYDLYSHTSIWLLRTDFVLDYPKPVMPNMIFIGGINCHQGKPLPMEFEAYINASGEHGIVVFSLGSMVSEIPEKKAMAIADALGKIPQTVLWRYTGTRPSNLANNTILVKWLPQNDLLGHPMTRAFITHAGSHGVYESICNGVPMVMMPLFGDQMDNAKRMETKGAGVTLNVLEMTSEDLENALKAVINDKSYKENIMRLSSLHKDRPVEPLDLAVFWVEFVMRHKGAPHLRPAAHDLTWYQYHSLDVIGFLLAVVLTVA.... The pKi is 3.6. (7) The target protein sequence is AIAAVITFLILFTIFGNALVILAVLTSRSLRAPQNLFLVSLAAADILVATLIIPFSLANELLGYWYFRRTWCEVYLALDVLFCTSSIVHLCAISLDRYWAVSRALEYNSKRTPRRIKCIILTVWLIAAVISLPPLIYKGDQGPQPRGRPQCKLNQEAWYILASSIGSFFAPCLIMILVYLRIYLIAKRSHRRGPRAAGGRGEGESKQPHSVPTAASTKLPTLASLAASGEANGHSKPTGEKEEGDTSEDPGTPALPPSWSAVPNPGQSQKEGVCGASPEEEAEMEEGEEECEPQALPASPAAACSPPLRQPQGSRVLATLRGQVLLGRGVGTTSGQWWRRRAQLTREKRFTFVLAVVIGVFVLCWFPFFFSYSLGAICPQHCKVPHG. The pKi is 7.4. The small molecule is CN1CCc2cccc(Cl)c2CC1.